From a dataset of Catalyst prediction with 721,799 reactions and 888 catalyst types from USPTO. Predict which catalyst facilitates the given reaction. (1) Reactant: [F:1][CH:2]([F:25])[CH2:3][C:4]1[CH:9]=[CH:8][C:7]([CH:10]2[CH2:15][CH:14]([C:16]3[O:20][N:19]=[C:18]([CH2:21][CH2:22][O:23][CH3:24])[N:17]=3)[CH2:13][NH:12][CH2:11]2)=[CH:6][CH:5]=1.C(N(CC)CC)C.Cl[C:34]([O:36][C:37]1[CH:42]=[CH:41][C:40]([N+:43]([O-:45])=[O:44])=[CH:39][CH:38]=1)=[O:35]. Product: [F:25][CH:2]([F:1])[CH2:3][C:4]1[CH:9]=[CH:8][C:7]([CH:10]2[CH2:15][CH:14]([C:16]3[O:20][N:19]=[C:18]([CH2:21][CH2:22][O:23][CH3:24])[N:17]=3)[CH2:13][N:12]([C:34]([O:36][C:37]3[CH:38]=[CH:39][C:40]([N+:43]([O-:45])=[O:44])=[CH:41][CH:42]=3)=[O:35])[CH2:11]2)=[CH:6][CH:5]=1. The catalyst class is: 4. (2) Reactant: Br[C:2]1[CH:7]=[CH:6][N:5]=[C:4]2[CH:8]=[CH:9][S:10][C:3]=12.[Li]CCCC.CO.O. Product: [S:10]1[C:3]2[C:4](=[N:5][CH:6]=[CH:7][CH:2]=2)[CH:8]=[CH:9]1. The catalyst class is: 1.